From a dataset of Aqueous solubility values for 9,982 compounds from the AqSolDB database. Regression/Classification. Given a drug SMILES string, predict its absorption, distribution, metabolism, or excretion properties. Task type varies by dataset: regression for continuous measurements (e.g., permeability, clearance, half-life) or binary classification for categorical outcomes (e.g., BBB penetration, CYP inhibition). For this dataset (solubility_aqsoldb), we predict Y. The compound is C[C@H](CCC(=O)NCC(=O)O)[C@H]1CC[C@H]2[C@H]3[C@H](C[C@H](O)[C@@]21C)[C@@]1(C)CC[C@@H](O)C[C@H]1C[C@H]3O. The Y is -5.15 log mol/L.